The task is: Predict which catalyst facilitates the given reaction.. This data is from Catalyst prediction with 721,799 reactions and 888 catalyst types from USPTO. (1) The catalyst class is: 22. Reactant: [F:1][C:2]1[CH:16]=[CH:15][C:5]([CH2:6][N:7]2[CH2:12][C@@H:11]([CH3:13])[NH:10][CH2:9][C@@H:8]2[CH3:14])=[CH:4][CH:3]=1.[Br:17][C:18]1[CH:23]=[CH:22][C:21](/[CH:24]=[CH:25]/[C:26](O)=[O:27])=[CH:20][CH:19]=1.ON1C2C=CC=CC=2N=N1.C1(N=C=N)CCCCC1. Product: [Br:17][C:18]1[CH:19]=[CH:20][C:21](/[CH:24]=[CH:25]/[C:26]([N:10]2[CH2:9][C@@H:8]([CH3:14])[N:7]([CH2:6][C:5]3[CH:15]=[CH:16][C:2]([F:1])=[CH:3][CH:4]=3)[CH2:12][C@@H:11]2[CH3:13])=[O:27])=[CH:22][CH:23]=1. (2) Reactant: [F:1][C:2]1[CH:3]=[C:4]([CH2:8][CH2:9][CH2:10][C:11]2[O:15][N:14]=[C:13]([C:16]([OH:18])=O)[CH:12]=2)[CH:5]=[CH:6][CH:7]=1.Cl.[O:20]1[CH2:24][CH2:23][CH:22]([CH2:25][NH2:26])[CH2:21]1.C(N(CC)CC)C.ON1C2C=CC=CC=2N=N1.Cl.C(N=C=NCCCN(C)C)C. Product: [O:20]1[CH2:24][CH2:23][CH:22]([CH2:25][NH:26][C:16]([C:13]2[CH:12]=[C:11]([CH2:10][CH2:9][CH2:8][C:4]3[CH:5]=[CH:6][CH:7]=[C:2]([F:1])[CH:3]=3)[O:15][N:14]=2)=[O:18])[CH2:21]1. The catalyst class is: 22. (3) Reactant: [C:1]1([S:7][CH2:8][CH2:9][C:10]#[N:11])[CH:6]=[CH:5][CH:4]=[CH:3][CH:2]=1.C1C=C(Cl)C=C(C(OO)=[O:20])C=1. The catalyst class is: 2. Product: [C:1]1([S:7]([CH2:8][CH2:9][C:10]#[N:11])=[O:20])[CH:6]=[CH:5][CH:4]=[CH:3][CH:2]=1. (4) Reactant: [Br:1][C:2]1[CH:3]=[CH:4][C:5]([F:29])=[C:6]([C@:8]2([CH3:28])[C@@H:13]([CH2:14][CH2:15][CH2:16][OH:17])[S:12](=[O:19])(=[O:18])[CH2:11][C:10]([NH:20][C:21](=[O:27])[O:22][C:23]([CH3:26])([CH3:25])[CH3:24])=[N:9]2)[CH:7]=1.N1C=CC=CC=1.[CH3:36][S:37](Cl)(=[O:39])=[O:38]. Product: [CH3:36][S:37]([O:17][CH2:16][CH2:15][CH2:14][C@@H:13]1[C@:8]([C:6]2[CH:7]=[C:2]([Br:1])[CH:3]=[CH:4][C:5]=2[F:29])([CH3:28])[N:9]=[C:10]([NH:20][C:21]([O:22][C:23]([CH3:24])([CH3:25])[CH3:26])=[O:27])[CH2:11][S:12]1(=[O:18])=[O:19])(=[O:39])=[O:38]. The catalyst class is: 2. (5) Reactant: [CH:1]1([C:4]2[C:9]([C:10]3[CH:15]=[CH:14][C:13]([F:16])=[CH:12][C:11]=3[F:17])=[C:8]([F:18])[C:7]([O:19][CH:20]([CH3:22])[CH3:21])=[C:6]([CH2:23][N:24]3[CH2:29][CH2:28][CH:27]([N:30]4[CH:35]=[CH:34][C:33]([C:36]([O:38]C)=[O:37])=[C:32]([CH2:40][CH3:41])[C:31]4=[O:42])[CH2:26][CH2:25]3)[CH:5]=2)[CH2:3][CH2:2]1.[OH-].[Na+].Cl. Product: [CH:1]1([C:4]2[C:9]([C:10]3[CH:15]=[CH:14][C:13]([F:16])=[CH:12][C:11]=3[F:17])=[C:8]([F:18])[C:7]([O:19][CH:20]([CH3:22])[CH3:21])=[C:6]([CH2:23][N:24]3[CH2:25][CH2:26][CH:27]([N:30]4[CH:35]=[CH:34][C:33]([C:36]([OH:38])=[O:37])=[C:32]([CH2:40][CH3:41])[C:31]4=[O:42])[CH2:28][CH2:29]3)[CH:5]=2)[CH2:3][CH2:2]1. The catalyst class is: 8. (6) Reactant: [CH3:1][O:2][C:3]1[CH:8]=[CH:7][C:6]([C:9]2[S:13][C:12]([NH:14][C:15]([NH:17]C(=O)C(Cl)(Cl)Cl)=[O:16])=[C:11]([C:24]([O:26]C)=O)[CH:10]=2)=[CH:5][CH:4]=1.C[Al](C)C.[C:32]([O:36][C:37]([N:39]1[CH2:45][CH2:44][CH2:43][CH2:42][C@H:41]([NH2:46])[CH2:40]1)=[O:38])([CH3:35])([CH3:34])[CH3:33].[C@H](O)(C([O-])=O)[C@@H](O)C([O-])=O.[Na+].[K+]. Product: [NH2:17][C:15]([NH:14][C:12]1[S:13][C:9]([C:6]2[CH:5]=[CH:4][C:3]([O:2][CH3:1])=[CH:8][CH:7]=2)=[CH:10][C:11]=1[C:24]([NH:46][C@H:41]1[CH2:42][CH2:43][CH2:44][CH2:45][N:39]([C:37]([O:36][C:32]([CH3:35])([CH3:34])[CH3:33])=[O:38])[CH2:40]1)=[O:26])=[O:16]. The catalyst class is: 387.